Dataset: Reaction yield outcomes from USPTO patents with 853,638 reactions. Task: Predict the reaction yield, written as a fraction of the theoretical maximum amount of product (1.0 means a 100% yield; for example, 0.34 means a 34% yield). The reactants are C([O-])([O-])=O.[K+].[K+].[F:7][C:8]1[CH:13]=[C:12]([N+:14]([O-:16])=[O:15])[C:11](F)=[CH:10][C:9]=1[O:18][CH3:19].[CH3:20][O:21][C:22]([C@H:24]1[CH2:29][CH2:28][C@H:27]([CH2:30][NH2:31])[CH2:26][CH2:25]1)=[O:23]. The catalyst is CN(C=O)C. The product is [CH3:20][O:21][C:22]([C@H:24]1[CH2:29][CH2:28][C@H:27]([CH2:30][NH:31][C:11]2[CH:10]=[C:9]([O:18][CH3:19])[C:8]([F:7])=[CH:13][C:12]=2[N+:14]([O-:16])=[O:15])[CH2:26][CH2:25]1)=[O:23]. The yield is 0.980.